The task is: Regression. Given two drug SMILES strings and cell line genomic features, predict the synergy score measuring deviation from expected non-interaction effect.. This data is from NCI-60 drug combinations with 297,098 pairs across 59 cell lines. (1) Synergy scores: CSS=40.9, Synergy_ZIP=-3.53, Synergy_Bliss=-3.67, Synergy_Loewe=-8.86, Synergy_HSA=-1.73. Cell line: BT-549. Drug 1: CCC1(CC2CC(C3=C(CCN(C2)C1)C4=CC=CC=C4N3)(C5=C(C=C6C(=C5)C78CCN9C7C(C=CC9)(C(C(C8N6C=O)(C(=O)OC)O)OC(=O)C)CC)OC)C(=O)OC)O.OS(=O)(=O)O. Drug 2: CC1CCCC2(C(O2)CC(NC(=O)CC(C(C(=O)C(C1O)C)(C)C)O)C(=CC3=CSC(=N3)C)C)C. (2) Drug 1: CNC(=O)C1=NC=CC(=C1)OC2=CC=C(C=C2)NC(=O)NC3=CC(=C(C=C3)Cl)C(F)(F)F. Drug 2: CN1C2=C(C=C(C=C2)N(CCCl)CCCl)N=C1CCCC(=O)O.Cl. Cell line: SNB-19. Synergy scores: CSS=-0.962, Synergy_ZIP=1.06, Synergy_Bliss=0.617, Synergy_Loewe=0.636, Synergy_HSA=-0.764. (3) Cell line: SK-MEL-28. Drug 1: C1CCC(C(C1)N)N.C(=O)(C(=O)[O-])[O-].[Pt+4]. Synergy scores: CSS=16.9, Synergy_ZIP=-6.08, Synergy_Bliss=-3.13, Synergy_Loewe=-4.76, Synergy_HSA=-2.22. Drug 2: COCCOC1=C(C=C2C(=C1)C(=NC=N2)NC3=CC=CC(=C3)C#C)OCCOC.Cl. (4) Drug 1: C1=CC(=CC=C1CCC2=CNC3=C2C(=O)NC(=N3)N)C(=O)NC(CCC(=O)O)C(=O)O. Drug 2: C1=CC=C(C(=C1)C(C2=CC=C(C=C2)Cl)C(Cl)Cl)Cl. Cell line: EKVX. Synergy scores: CSS=-1.23, Synergy_ZIP=0.482, Synergy_Bliss=1.14, Synergy_Loewe=-1.17, Synergy_HSA=-0.665. (5) Drug 1: CC1C(C(=O)NC(C(=O)N2CCCC2C(=O)N(CC(=O)N(C(C(=O)O1)C(C)C)C)C)C(C)C)NC(=O)C3=C4C(=C(C=C3)C)OC5=C(C(=O)C(=C(C5=N4)C(=O)NC6C(OC(=O)C(N(C(=O)CN(C(=O)C7CCCN7C(=O)C(NC6=O)C(C)C)C)C)C(C)C)C)N)C. Drug 2: N.N.Cl[Pt+2]Cl. Cell line: MOLT-4. Synergy scores: CSS=85.1, Synergy_ZIP=1.41, Synergy_Bliss=1.93, Synergy_Loewe=3.15, Synergy_HSA=4.07. (6) Drug 1: CS(=O)(=O)C1=CC(=C(C=C1)C(=O)NC2=CC(=C(C=C2)Cl)C3=CC=CC=N3)Cl. Drug 2: C(CN)CNCCSP(=O)(O)O. Cell line: HT29. Synergy scores: CSS=9.37, Synergy_ZIP=5.34, Synergy_Bliss=1.90, Synergy_Loewe=-2.03, Synergy_HSA=-1.56.